From a dataset of Reaction yield outcomes from USPTO patents with 853,638 reactions. Predict the reaction yield, written as a fraction of the theoretical maximum amount of product (1.0 means a 100% yield; for example, 0.34 means a 34% yield). (1) The reactants are [Cl:1][C:2]1[N:3]=[C:4]([N:13]2[CH2:18][CH2:17][O:16][CH2:15][CH2:14]2)[C:5]2[S:10][C:9]([CH:11]=O)=[CH:8][C:6]=2[N:7]=1.[CH3:19][N:20]1[CH2:28][CH2:27][C:23]2([CH2:26][NH:25][CH2:24]2)[CH2:22][CH2:21]1.C(O[BH-](OC(=O)C)OC(=O)C)(=O)C.[Na+].O. The catalyst is ClCCCl. The product is [Cl:1][C:2]1[N:3]=[C:4]([N:13]2[CH2:18][CH2:17][O:16][CH2:15][CH2:14]2)[C:5]2[S:10][C:9]([CH2:11][N:25]3[CH2:26][C:23]4([CH2:27][CH2:28][N:20]([CH3:19])[CH2:21][CH2:22]4)[CH2:24]3)=[CH:8][C:6]=2[N:7]=1. The yield is 0.300. (2) The reactants are [O:1]=[C:2]1[C:10]2([C:14]3=[CH:15][C:16]4[O:20][CH2:19][O:18][C:17]=4[CH:21]=[C:13]3[O:12][CH2:11]2)[C:9]2[C:4](=[CH:5][CH:6]=[CH:7][CH:8]=2)[N:3]1[CH2:22][C:23]1[CH:32]=[CH:31][CH:30]=[CH:29][C:24]=1[C:25]([O:27]C)=[O:26].O.[OH-].[Li+]. The catalyst is C1COCC1.O. The product is [O:1]=[C:2]1[C:10]2([C:14]3=[CH:15][C:16]4[O:20][CH2:19][O:18][C:17]=4[CH:21]=[C:13]3[O:12][CH2:11]2)[C:9]2[C:4](=[CH:5][CH:6]=[CH:7][CH:8]=2)[N:3]1[CH2:22][C:23]1[CH:32]=[CH:31][CH:30]=[CH:29][C:24]=1[C:25]([OH:27])=[O:26]. The yield is 1.00. (3) The reactants are [CH2:1]([O:3][C:4](=[O:16])[C:5]1[CH:10]=[CH:9][C:8]([CH3:11])=[C:7]([C:12]([F:15])([F:14])[F:13])[CH:6]=1)[CH3:2].C1C(=O)N([Br:24])C(=O)C1.C(OOC(=O)C1C=CC=CC=1)(=O)C1C=CC=CC=1. The catalyst is C(Cl)(Cl)(Cl)Cl. The product is [CH2:1]([O:3][C:4](=[O:16])[C:5]1[CH:10]=[CH:9][C:8]([CH2:11][Br:24])=[C:7]([C:12]([F:14])([F:15])[F:13])[CH:6]=1)[CH3:2]. The yield is 0.600.